From a dataset of Forward reaction prediction with 1.9M reactions from USPTO patents (1976-2016). Predict the product of the given reaction. Given the reactants [N:1]1[N:2]=[C:3]([S:10][C:11]2[CH:23]=[CH:22][C:14]3[N:15]=[C:16]([NH:18][C:19](=O)[O-:20])[S:17][C:13]=3[CH:12]=2)[N:4]2[CH:9]=[CH:8][CH:7]=[CH:6][C:5]=12.[CH3:24][O:25][CH2:26][CH2:27][NH2:28], predict the reaction product. The product is: [CH3:24][O:25][CH2:26][CH2:27][NH:28][C:19]([NH:18][C:16]1[S:17][C:13]2[CH:12]=[C:11]([S:10][C:3]3[N:4]4[CH:9]=[CH:8][CH:7]=[CH:6][C:5]4=[N:1][N:2]=3)[CH:23]=[CH:22][C:14]=2[N:15]=1)=[O:20].